Dataset: Reaction yield outcomes from USPTO patents with 853,638 reactions. Task: Predict the reaction yield, written as a fraction of the theoretical maximum amount of product (1.0 means a 100% yield; for example, 0.34 means a 34% yield). (1) The reactants are [Cl:1][C:2]1[CH:3]=[C:4]([CH:32]=[CH:33][C:34]=1[Cl:35])[CH2:5][NH:6][C:7]([C:9]1[N:10]=[C:11]2[N:19]([CH2:20][CH2:21][N:22]3[CH2:27][CH2:26][NH:25][CH2:24][CH2:23]3)[C:18]3[CH:28]=[CH:29][CH:30]=[CH:31][C:17]=3[N:12]2[C:13](=[O:16])[C:14]=1[OH:15])=[O:8].C(N(CC)CC)C.[S:43](Cl)([CH3:46])(=[O:45])=[O:44]. The catalyst is ClCCl. The product is [Cl:1][C:2]1[CH:3]=[C:4]([CH:32]=[CH:33][C:34]=1[Cl:35])[CH2:5][NH:6][C:7]([C:9]1[N:10]=[C:11]2[N:19]([CH2:20][CH2:21][N:22]3[CH2:23][CH2:24][N:25]([S:43]([CH3:46])(=[O:45])=[O:44])[CH2:26][CH2:27]3)[C:18]3[CH:28]=[CH:29][CH:30]=[CH:31][C:17]=3[N:12]2[C:13](=[O:16])[C:14]=1[O:15][S:43]([CH3:46])(=[O:45])=[O:44])=[O:8]. The yield is 0.760. (2) The catalyst is Cl.O1CCOCC1. The yield is 0.515. The reactants are O1CCCCC1[N:7]1[C:15]2[C:10](=[CH:11][C:12]([C:16]3[N:20]=[CH:19][N:18](C(C4C=CC=CC=4)(C4C=CC=CC=4)C4C=CC=CC=4)[N:17]=3)=[CH:13][CH:14]=2)[C:9]([C:40]2[CH:41]=[C:42]([NH:46][C:47](=[O:52])[CH2:48][CH2:49][CH2:50][CH3:51])[CH:43]=[CH:44][CH:45]=2)=[N:8]1. The product is [NH:18]1[CH:19]=[N:20][C:16]([C:12]2[CH:11]=[C:10]3[C:15](=[CH:14][CH:13]=2)[NH:7][N:8]=[C:9]3[C:40]2[CH:41]=[C:42]([NH:46][C:47](=[O:52])[CH2:48][CH2:49][CH2:50][CH3:51])[CH:43]=[CH:44][CH:45]=2)=[N:17]1. (3) The yield is 0.610. The catalyst is C1C=CC(/C=C/C(/C=C/C2C=CC=CC=2)=O)=CC=1.C1C=CC(/C=C/C(/C=C/C2C=CC=CC=2)=O)=CC=1.C1C=CC(/C=C/C(/C=C/C2C=CC=CC=2)=O)=CC=1.C(Cl)(Cl)Cl.[Pd].[Pd].CN(C=O)C. The reactants are I[C:2]1[CH:8]=[CH:7][CH:6]=[CH:5][C:3]=1[NH2:4].[CH3:9][O:10][CH2:11][C:12](N)=[S:13].[O-2].[Ca+2]. The product is [CH3:9][O:10][CH2:11][C:12]1[S:13][C:2]2[CH:8]=[CH:7][CH:6]=[CH:5][C:3]=2[N:4]=1. (4) The reactants are [F:1][C:2]1[CH:7]=[CH:6][CH:5]=[CH:4][C:3]=1[C:8]1[N:13]=[C:12]2[C:14]([C:27]3[N:32]=[C:31](S(C)(=O)=O)[N:30]=[C:29]([N:37]4[CH2:42][CH2:41][CH:40]([NH:43]C(=O)OC(C)(C)C)[CH2:39][CH2:38]4)[CH:28]=3)=[CH:15][N:16](S(C3C=CC(C)=CC=3)(=O)=O)[C:11]2=[CH:10][CH:9]=1.[OH-].[Na+].C(O)(C(F)(F)F)=[O:54]. The catalyst is O1CCOCC1.C(Cl)(Cl)Cl.CC(O)C. The product is [NH2:43][CH:40]1[CH2:39][CH2:38][N:37]([C:29]2[CH:28]=[C:27]([C:14]3[C:12]4=[N:13][C:8]([C:3]5[CH:4]=[CH:5][CH:6]=[CH:7][C:2]=5[F:1])=[CH:9][CH:10]=[C:11]4[NH:16][CH:15]=3)[N:32]=[C:31]([OH:54])[N:30]=2)[CH2:42][CH2:41]1. The yield is 0.642. (5) The reactants are [CH3:1][C:2]1[C:10]2[C:5](=[C:6]([CH3:11])[CH:7]=[CH:8][CH:9]=2)[NH:4][C:3]=1[CH2:12][OH:13]. The catalyst is ClCCl.[O-2].[O-2].[Mn+4]. The product is [CH3:1][C:2]1[C:10]2[C:5](=[C:6]([CH3:11])[CH:7]=[CH:8][CH:9]=2)[NH:4][C:3]=1[CH:12]=[O:13]. The yield is 0.460.